Dataset: Reaction yield outcomes from USPTO patents with 853,638 reactions. Task: Predict the reaction yield, written as a fraction of the theoretical maximum amount of product (1.0 means a 100% yield; for example, 0.34 means a 34% yield). The reactants are C(=O)([O-])[O-].[K+].[K+].I[CH3:8].[Br:9][C:10]1[CH:15]=[C:14]([F:16])[C:13]([F:17])=[CH:12][C:11]=1[SH:18]. The catalyst is CN(C=O)C.C(OCC)(=O)C. The product is [Br:9][C:10]1[CH:15]=[C:14]([F:16])[C:13]([F:17])=[CH:12][C:11]=1[S:18][CH3:8]. The yield is 0.950.